From a dataset of Forward reaction prediction with 1.9M reactions from USPTO patents (1976-2016). Predict the product of the given reaction. Given the reactants Cl.CO[CH:4](OC)[CH2:5][NH:6][CH2:7][C:8]([O:10][CH2:11][CH3:12])=[O:9].[S-:15][C:16]#[N:17].[K+].Cl, predict the reaction product. The product is: [SH:15][C:16]1[N:6]([CH2:7][C:8]([O:10][CH2:11][CH3:12])=[O:9])[CH:5]=[CH:4][N:17]=1.